Dataset: Catalyst prediction with 721,799 reactions and 888 catalyst types from USPTO. Task: Predict which catalyst facilitates the given reaction. (1) Reactant: [C:1]1([CH3:9])[CH:6]=[CH:5][C:4]([NH:7][NH2:8])=[CH:3][CH:2]=1.[CH3:10][C:11]1([C:15](=O)[CH2:16][C:17]#[N:18])[CH2:14][O:13][CH2:12]1. Product: [CH3:10][C:11]1([C:15]2[CH:16]=[C:17]([NH2:18])[N:7]([C:4]3[CH:5]=[CH:6][C:1]([CH3:9])=[CH:2][CH:3]=3)[N:8]=2)[CH2:14][O:13][CH2:12]1. The catalyst class is: 11. (2) Reactant: C([N:8]1[C:13](=[O:14])[C:12]([C:15]2[CH:20]=[CH:19][N:18]=[CH:17][CH:16]=2)=[C:11]([C:21]2[CH:26]=[CH:25][C:24]([F:27])=[CH:23][CH:22]=2)[CH:10]=[N:9]1)C1C=CC=CC=1.[Cl-].[Al+3].[Cl-].[Cl-].O. Product: [F:27][C:24]1[CH:23]=[CH:22][C:21]([C:11]2[CH:10]=[N:9][NH:8][C:13](=[O:14])[C:12]=2[C:15]2[CH:16]=[CH:17][N:18]=[CH:19][CH:20]=2)=[CH:26][CH:25]=1. The catalyst class is: 11. (3) Product: [C:1]([C:3]1[CH:8]=[CH:7][C:6]([C:9]2[C:10]([CH3:26])=[N:11][N:12]([CH2:15][C:16]3[CH:17]=[CH:18][C:19]([C:22]([NH:30][CH3:29])=[O:23])=[N:20][CH:21]=3)[C:13]=2[CH3:14])=[CH:5][C:4]=1[O:27][CH3:28])#[N:2]. The catalyst class is: 5. Reactant: [C:1]([C:3]1[CH:8]=[CH:7][C:6]([C:9]2[C:10]([CH3:26])=[N:11][N:12]([CH2:15][C:16]3[CH:17]=[CH:18][C:19]([C:22](OC)=[O:23])=[N:20][CH:21]=3)[C:13]=2[CH3:14])=[CH:5][C:4]=1[O:27][CH3:28])#[N:2].[CH3:29][NH2:30].C1COCC1.O. (4) Reactant: [CH3:1][O:2][C:3](=[O:17])[CH:4]=[C:5]1[CH2:8][CH:7]([NH:9][C:10]([O:12][C:13]([CH3:16])([CH3:15])[CH3:14])=[O:11])[CH2:6]1. Product: [CH3:1][O:2][C:3](=[O:17])[CH2:4][CH:5]1[CH2:6][CH:7]([NH:9][C:10]([O:12][C:13]([CH3:15])([CH3:14])[CH3:16])=[O:11])[CH2:8]1. The catalyst class is: 19. (5) Reactant: [Cl:1][C:2]1[N:7]=[N:6][C:5]([C:8]([F:21])(C(OCC)=O)[C:9]([O:11][C:12](C)(C)[CH3:13])=[O:10])=[CH:4][CH:3]=1. Product: [Cl:1][C:2]1[N:7]=[N:6][C:5]([CH:8]([F:21])[C:9]([O:11][CH2:12][CH3:13])=[O:10])=[CH:4][CH:3]=1. The catalyst class is: 137. (6) The catalyst class is: 5. Reactant: C([C:3]1([CH2:6][NH:7]C(=O)OC(C)(C)C)[CH2:5][CH2:4]1)=O.[OH-].[NH4+].C(=O)C=O.[NH:21]1[CH:25]=[CH:24][N:23]=[CH:22]1. Product: [NH:21]1[CH:25]=[CH:24][N:23]=[C:22]1[C:3]1([CH2:6][NH2:7])[CH2:5][CH2:4]1. (7) Reactant: Cl.[NH2:2][C:3]1[S:7][C:6]([C:8]([O:10][CH2:11][CH3:12])=[O:9])=[C:5]([CH3:13])[C:4]=1[C:14]([O:16]CC)=O.[S:19]1[CH:23]=[CH:22][C:21]([CH2:24][C:25]#[N:26])=[CH:20]1.N. Product: [CH3:13][C:5]1[C:4]2[C:14](=[O:16])[NH:26][C:25]([CH2:24][C:21]3[CH:22]=[CH:23][S:19][CH:20]=3)=[N:2][C:3]=2[S:7][C:6]=1[C:8]([O:10][CH2:11][CH3:12])=[O:9]. The catalyst class is: 12. (8) Reactant: [CH:1]1[C:13]2[CH:12]([CH2:14][O:15][C:16]([N:18]3[CH2:23][C@@H:22]([C:24](=[O:53])[NH:25][CH2:26][C:27]4([CH2:41][CH2:42][CH2:43][CH2:44][O:45][Si:46]([C:49]([CH3:52])([CH3:51])[CH3:50])([CH3:48])[CH3:47])[C:40]5[CH:39]=[CH:38][CH:37]=[CH:36][C:35]=5[O:34][C:33]5[C:28]4=[CH:29][CH:30]=[CH:31][CH:32]=5)[CH2:21][C@@H:20]([NH2:54])[CH2:19]3)=[O:17])[C:11]3[C:6](=[CH:7][CH:8]=[CH:9][CH:10]=3)[C:5]=2[CH:4]=[CH:3][CH:2]=1.[CH3:55][O:56][C:57]1[CH:58]=[C:59]([S:65](Cl)(=[O:67])=[O:66])[CH:60]=[CH:61][C:62]=1[O:63][CH3:64].O. Product: [CH:1]1[C:13]2[CH:12]([CH2:14][O:15][C:16]([N:18]3[CH2:19][C@H:20]([NH:54][S:65]([C:59]4[CH:60]=[CH:61][C:62]([O:63][CH3:64])=[C:57]([O:56][CH3:55])[CH:58]=4)(=[O:67])=[O:66])[CH2:21][C@H:22]([C:24](=[O:53])[NH:25][CH2:26][C:27]4([CH2:41][CH2:42][CH2:43][CH2:44][O:45][Si:46]([C:49]([CH3:50])([CH3:51])[CH3:52])([CH3:48])[CH3:47])[C:40]5[CH:39]=[CH:38][CH:37]=[CH:36][C:35]=5[O:34][C:33]5[C:28]4=[CH:29][CH:30]=[CH:31][CH:32]=5)[CH2:23]3)=[O:17])[C:11]3[C:6](=[CH:7][CH:8]=[CH:9][CH:10]=3)[C:5]=2[CH:4]=[CH:3][CH:2]=1. The catalyst class is: 64. (9) Reactant: C(OC(=O)[NH:7][CH:8]1[CH2:13][CH2:12][N:11]([CH2:14][C:15]2[CH:24]=[CH:23][C:18]3[O:19][CH2:20][CH2:21][O:22][C:17]=3[CH:16]=2)[CH2:10][CH2:9]1)(C)(C)C.Cl.C(OCC)(=O)C. Product: [O:19]1[C:18]2[CH:23]=[CH:24][C:15]([CH2:14][N:11]3[CH2:12][CH2:13][CH:8]([NH2:7])[CH2:9][CH2:10]3)=[CH:16][C:17]=2[O:22][CH2:21][CH2:20]1. The catalyst class is: 13. (10) Reactant: N[C@@H]1C2C(=CC=CC=2)C[C@@H]1O.[CH:12]([C:15]1[CH:24]=[C:23]2[C:18]([C:19](=[O:27])[CH2:20][C:21]([CH3:26])([CH3:25])[O:22]2)=[C:17]([C:28]2[CH:33]=[CH:32][CH:31]=[CH:30][CH:29]=2)[C:16]=1[C:34](=[O:46])[C:35]1[CH:40]=[CH:39][C:38]([O:41][C:42]([F:45])([F:44])[F:43])=[CH:37][CH:36]=1)([CH3:14])[CH3:13].CO. Product: [OH:27][C@@H:19]1[C:18]2[C:23](=[CH:24][C:15]([CH:12]([CH3:13])[CH3:14])=[C:16]([C:34]([C:35]3[CH:40]=[CH:39][C:38]([O:41][C:42]([F:45])([F:43])[F:44])=[CH:37][CH:36]=3)=[O:46])[C:17]=2[C:28]2[CH:29]=[CH:30][CH:31]=[CH:32][CH:33]=2)[O:22][C:21]([CH3:25])([CH3:26])[CH2:20]1. The catalyst class is: 7.